From a dataset of Peptide-MHC class II binding affinity with 134,281 pairs from IEDB. Regression. Given a peptide amino acid sequence and an MHC pseudo amino acid sequence, predict their binding affinity value. This is MHC class II binding data. The peptide sequence is AFKVAATAANGAPAN. The MHC is DRB1_0701 with pseudo-sequence DRB1_0701. The binding affinity (normalized) is 0.667.